From a dataset of Forward reaction prediction with 1.9M reactions from USPTO patents (1976-2016). Predict the product of the given reaction. (1) Given the reactants C(OC(=O)[NH:7][C@H:8]([CH2:25][C:26]1[CH:31]=[CH:30][CH:29]=[CH:28][N:27]=1)[C:9]([N:11]1[CH2:16][CH2:15][N:14]([C:17]2[CH:22]=[CH:21][CH:20]=[CH:19][C:18]=2[O:23][CH3:24])[CH2:13][CH2:12]1)=[O:10])(C)(C)C.Cl, predict the reaction product. The product is: [NH2:7][C@H:8]([CH2:25][C:26]1[CH:31]=[CH:30][CH:29]=[CH:28][N:27]=1)[C:9]([N:11]1[CH2:12][CH2:13][N:14]([C:17]2[CH:22]=[CH:21][CH:20]=[CH:19][C:18]=2[O:23][CH3:24])[CH2:15][CH2:16]1)=[O:10]. (2) Given the reactants [F:1][C:2]1[CH:3]=[C:4]2[C:9](=[CH:10][CH:11]=1)[N:8]=[C:7]([CH2:12][CH2:13][C:14]([O:16]C(C)(C)C)=[O:15])[NH:6][C:5]2=[O:21].FC(F)(F)C(O)=O.C(OCC)C, predict the reaction product. The product is: [F:1][C:2]1[CH:3]=[C:4]2[C:9](=[CH:10][CH:11]=1)[N:8]=[C:7]([CH2:12][CH2:13][C:14]([OH:16])=[O:15])[NH:6][C:5]2=[O:21]. (3) The product is: [C:10]([CH2:11][CH2:12][NH:1][CH2:2][C:3]([CH3:9])([CH3:8])[C:4]([O:6][CH3:7])=[O:5])#[N:13]. Given the reactants [NH2:1][CH2:2][C:3]([CH3:9])([CH3:8])[C:4]([O:6][CH3:7])=[O:5].[C:10](#[N:13])[CH:11]=[CH2:12], predict the reaction product. (4) Given the reactants [C:1]1([C:7]2[CH:8]=[N:9][CH:10]=[C:11]([CH:15]=2)[C:12]([OH:14])=[O:13])[CH:6]=[CH:5][CH:4]=[CH:3][CH:2]=1.C1C=C(Cl)C=C(C(OO)=[O:24])C=1, predict the reaction product. The product is: [C:1]1([C:7]2[CH:8]=[N+:9]([O-:24])[CH:10]=[C:11]([CH:15]=2)[C:12]([OH:14])=[O:13])[CH:2]=[CH:3][CH:4]=[CH:5][CH:6]=1. (5) Given the reactants [Br:1][C:2]1[CH:14]=[CH:13][C:12]2[C:11]3[C:6](=[CH:7][CH:8]=[CH:9][CH:10]=3)[CH2:5][C:4]=2[CH:3]=1.[CH2:15](Br)[CH2:16][CH2:17][CH2:18][CH2:19][CH2:20][CH3:21].[K].C(O[C:29]([CH3:32])([CH3:31])C)(C)(C)C, predict the reaction product. The product is: [Br:1][C:2]1[CH:14]=[CH:13][C:12]2[C:11]3[C:6](=[CH:7][CH:8]=[CH:9][CH:10]=3)[C:5]([CH2:14][CH2:2][CH2:3][CH2:4][CH2:32][CH2:29][CH3:31])([CH2:15][CH2:16][CH2:17][CH2:18][CH2:19][CH2:20][CH3:21])[C:4]=2[CH:3]=1. (6) Given the reactants [O:1]1[CH:5]=[CH:4][CH:3]=[C:2]1[C:6]1[S:10][C:9]([NH:11][C:12](=[O:14])[CH3:13])=[N:8][C:7]=1[CH3:15].[S:16]([Cl:20])(=O)(=[O:18])[OH:17], predict the reaction product. The product is: [C:12]([NH:11][C:9]1[S:10][C:6]([C:2]2[O:1][C:5]([S:16]([Cl:20])(=[O:18])=[O:17])=[CH:4][CH:3]=2)=[C:7]([CH3:15])[N:8]=1)(=[O:14])[CH3:13]. (7) Given the reactants [Cl:1][C:2]1[CH:7]=[CH:6][C:5]([C:8]#[CH:9])=[CH:4][CH:3]=1.[F:10][C:11]1[CH:18]=[CH:17][C:14]([CH2:15][SH:16])=[CH:13][CH:12]=1.[Na], predict the reaction product. The product is: [Cl:1][C:2]1[CH:7]=[CH:6][C:5](/[CH:8]=[CH:9]\[CH:15]([S:16][CH:15](/[CH:9]=[CH:8]\[C:5]2[CH:6]=[CH:7][C:2]([Cl:1])=[CH:3][CH:4]=2)[C:14]2[CH:17]=[CH:18][C:11]([F:10])=[CH:12][CH:13]=2)[C:14]2[CH:17]=[CH:18][C:11]([F:10])=[CH:12][CH:13]=2)=[CH:4][CH:3]=1.